Dataset: Full USPTO retrosynthesis dataset with 1.9M reactions from patents (1976-2016). Task: Predict the reactants needed to synthesize the given product. (1) The reactants are: [NH2:1][C:2]1[N:7]=[C:6]([NH2:8])[C:5]([C:9]2[CH:14]=[CH:13][C:12]([NH:15][C:16]([CH:18]3[CH2:20][CH2:19]3)=[O:17])=[CH:11][CH:10]=2)=[C:4]([CH2:21]Br)[N:3]=1.[F:23][C:24]1[CH:25]=[C:26]([CH:29]=[CH:30][CH:31]=1)[CH2:27][OH:28]. Given the product [NH2:1][C:2]1[N:7]=[C:6]([NH2:8])[C:5]([C:9]2[CH:14]=[CH:13][C:12]([NH:15][C:16]([CH:18]3[CH2:20][CH2:19]3)=[O:17])=[CH:11][CH:10]=2)=[C:4]([CH2:21][O:28][CH2:27][C:26]2[CH:29]=[CH:30][CH:31]=[C:24]([F:23])[CH:25]=2)[N:3]=1, predict the reactants needed to synthesize it. (2) The reactants are: [CH2:1]([O:5][C:6]1[N:14]=[C:13]2[C:9]([N:10]=[C:11]([O:24]C)[N:12]2[CH2:15][CH2:16][CH2:17][CH:18]2[CH2:23][CH2:22][CH2:21][CH2:20][NH:19]2)=[C:8]([NH2:26])[N:7]=1)[CH2:2][CH2:3][CH3:4].[CH3:27][CH2:28]N(C(C)C)C(C)C.[I:36][CH2:37][CH3:38].CS(C)=O. Given the product [I:36][CH2:37][CH3:38].[NH2:26][C:8]1[N:7]=[C:6]([O:5][CH2:1][CH2:2][CH2:3][CH3:4])[N:14]=[C:13]2[C:9]=1[NH:10][C:11](=[O:24])[N:12]2[CH2:15][CH2:16][CH2:17][CH:18]1[CH2:23][CH2:22][CH2:21][CH2:20][N:19]1[CH2:27][CH3:28], predict the reactants needed to synthesize it. (3) The reactants are: [Cl:1][C:2]1[CH:3]=[C:4]2[C:8](=[CH:9][C:10]=1[Cl:11])[NH:7][CH:6]=[C:5]2[CH2:12][C:13]([O:15]CC)=[O:14].[Li+].[OH-].Cl. Given the product [Cl:1][C:2]1[CH:3]=[C:4]2[C:8](=[CH:9][C:10]=1[Cl:11])[NH:7][CH:6]=[C:5]2[CH2:12][C:13]([OH:15])=[O:14], predict the reactants needed to synthesize it. (4) Given the product [ClH:37].[ClH:37].[ClH:37].[CH3:1][NH:2][C:3]([C:5]1[C:9]2[C:10]([CH3:32])([CH3:33])[CH2:11][C:12]3[CH:13]=[N:14][C:15]([NH:18][C:19]4[CH:20]=[CH:21][C:22]([N:25]5[CH2:30][CH2:29][N:28]([CH3:31])[CH2:27][CH2:26]5)=[CH:23][CH:24]=4)=[N:16][C:17]=3[C:8]=2[N:7]([CH3:34])[N:6]=1)=[O:4], predict the reactants needed to synthesize it. The reactants are: [CH3:1][NH:2][C:3]([C:5]1[C:9]2[C:10]([CH3:33])([CH3:32])[CH2:11][C:12]3[CH:13]=[N:14][C:15]([NH:18][C:19]4[CH:24]=[CH:23][C:22]([N:25]5[CH2:30][CH2:29][N:28]([CH3:31])[CH2:27][CH2:26]5)=[CH:21][CH:20]=4)=[N:16][C:17]=3[C:8]=2[N:7]([CH3:34])[N:6]=1)=[O:4].CO.[Cl:37]CCl.